From a dataset of Full USPTO retrosynthesis dataset with 1.9M reactions from patents (1976-2016). Predict the reactants needed to synthesize the given product. (1) Given the product [Cl:1][C:2]1[S:6][C:5]([C:7]([O:9][CH2:16][CH:10]2[CH2:15][CH2:14][CH2:13][CH2:12][CH2:11]2)=[O:8])=[CH:4][CH:3]=1, predict the reactants needed to synthesize it. The reactants are: [Cl:1][C:2]1[S:6][C:5]([C:7]([OH:9])=[O:8])=[CH:4][CH:3]=1.[CH:10]1([CH2:16]Br)[CH2:15][CH2:14][CH2:13][CH2:12][CH2:11]1.C(=O)([O-])[O-].[K+].[K+]. (2) Given the product [CH3:12][C:6]1([CH3:13])[C:5]2[C:9](=[CH:10][C:2]([C:18]3[CH:19]=[N:20][C:15]([CH3:14])=[CH:16][CH:17]=3)=[CH:3][CH:4]=2)[NH:8][C:7]1=[O:11], predict the reactants needed to synthesize it. The reactants are: Br[C:2]1[CH:10]=[C:9]2[C:5]([C:6]([CH3:13])([CH3:12])[C:7](=[O:11])[NH:8]2)=[CH:4][CH:3]=1.[CH3:14][C:15]1[N:20]=[CH:19][C:18](B(O)O)=[CH:17][CH:16]=1. (3) Given the product [NH:26]([C:19](=[O:20])[C:18]([NH:17][C:14]1[CH:13]=[CH:12][C:11]([C@H:8]2[CH2:9][CH2:10][C@H:5]([CH2:4][C:3]([O:2][CH3:1])=[O:24])[CH2:6][CH2:7]2)=[N:16][CH:15]=1)=[O:23])[NH2:27], predict the reactants needed to synthesize it. The reactants are: [CH3:1][O:2][C:3](=[O:24])[CH2:4][CH:5]1[CH2:10][CH2:9][CH:8]([C:11]2[N:16]=[CH:15][C:14]([NH:17][C:18](=[O:23])[C:19](OC)=[O:20])=[CH:13][CH:12]=2)[CH2:7][CH2:6]1.O.[NH2:26][NH2:27].